From a dataset of Full USPTO retrosynthesis dataset with 1.9M reactions from patents (1976-2016). Predict the reactants needed to synthesize the given product. (1) Given the product [O:20]1[C:24]2[CH:25]=[CH:26][C:27]([CH2:29][CH2:30][NH:31][C:3]3[S:4]/[C:5](=[CH:9]\[C:10]4[CH:11]=[C:12]5[C:17](=[CH:18][CH:19]=4)[N:16]=[CH:15][CH:14]=[CH:13]5)/[C:6](=[O:8])[N:7]=3)=[CH:28][C:23]=2[O:22][CH2:21]1, predict the reactants needed to synthesize it. The reactants are: CS[C:3]1[S:4]/[C:5](=[CH:9]\[C:10]2[CH:11]=[C:12]3[C:17](=[CH:18][CH:19]=2)[N:16]=[CH:15][CH:14]=[CH:13]3)/[C:6](=[O:8])[N:7]=1.[O:20]1[C:24]2[CH:25]=[CH:26][C:27]([CH2:29][CH2:30][NH2:31])=[CH:28][C:23]=2[O:22][CH2:21]1.CCN(C(C)C)C(C)C. (2) Given the product [C:15]([O:19][C:25](=[O:34])[NH:22][C:8]1([C:5]2[CH:4]=[CH:3][C:2]([I:1])=[CH:7][N:6]=2)[CH2:9][CH2:10][CH2:11]1)([CH3:18])([CH3:17])[CH3:16], predict the reactants needed to synthesize it. The reactants are: [I:1][C:2]1[CH:3]=[CH:4][C:5]([C:8]2(C(O)=O)[CH2:11][CH2:10][CH2:9]2)=[N:6][CH:7]=1.[C:15]([OH:19])([CH3:18])([CH3:17])[CH3:16].CC[N:22]([CH2:25]C)CC.C1C=CC(P(N=[N+]=[N-])(C2C=CC=CC=2)=[O:34])=CC=1. (3) Given the product [CH3:9][N:10]1[CH2:15][CH2:14][N:13]([C:5]2[N:4]=[N:3][C:2]([NH2:1])=[CH:7][CH:6]=2)[CH2:12][CH2:11]1, predict the reactants needed to synthesize it. The reactants are: [NH2:1][C:2]1[N:3]=[N:4][C:5](Cl)=[CH:6][CH:7]=1.[CH3:9][N:10]1[CH2:15][CH2:14][NH:13][CH2:12][CH2:11]1.